From a dataset of Full USPTO retrosynthesis dataset with 1.9M reactions from patents (1976-2016). Predict the reactants needed to synthesize the given product. (1) Given the product [Br:14][C:15]1[CH:16]=[C:17]([CH:18]([N:19]2[CH2:20][CH2:21][CH2:22][CH2:23]2)[C:5]2[N:1]([CH2:6][C:7]3[CH:8]=[CH:12][CH:40]=[CH:39][N:38]=3)[CH:2]=[CH:3][CH:4]=2)[CH:24]=[CH:25][C:26]=1[F:27], predict the reactants needed to synthesize it. The reactants are: [N:1]1([C:6]2C=CN=[C:8]([CH3:12])[CH:7]=2)[CH:5]=[CH:4][CH:3]=[CH:2]1.[Cl-].[Br:14][C:15]1[CH:16]=[C:17]([CH:24]=[CH:25][C:26]=1[F:27])[CH:18]=[N+:19]1[CH2:23][CH2:22][CH2:21][CH2:20]1.BrC1C=C(C=CC=1F)C=O.[NH:38]1CC[CH2:40][CH2:39]1. (2) Given the product [CH:15]1([C:13]([C:6]2[CH:7]=[N:8][C:9]3[C:4]([C:5]=2[NH:18][C@H:19]2[CH2:24][CH2:23][C@H:22]([N:25]([CH3:26])[CH3:27])[CH2:21][CH2:20]2)=[CH:3][C:2]([C:33]2[CH:34]=[C:29]([F:28])[C:30]([OH:45])=[C:31]([F:44])[CH:32]=2)=[C:11]([F:12])[CH:10]=3)=[O:14])[CH2:17][CH2:16]1, predict the reactants needed to synthesize it. The reactants are: Br[C:2]1[CH:3]=[C:4]2[C:9](=[CH:10][C:11]=1[F:12])[N:8]=[CH:7][C:6]([C:13]([CH:15]1[CH2:17][CH2:16]1)=[O:14])=[C:5]2[NH:18][C@H:19]1[CH2:24][CH2:23][C@H:22]([N:25]([CH3:27])[CH3:26])[CH2:21][CH2:20]1.[F:28][C:29]1[CH:34]=[C:33](B2OC(C)(C)C(C)(C)O2)[CH:32]=[C:31]([F:44])[C:30]=1[OH:45]. (3) Given the product [Cl:1][C:2]1[CH:33]=[N:32][C:5]2[N:6]=[C:7]([N:19]3[CH2:20][CH:21]([NH:23][CH3:24])[CH2:22]3)[C:8]3[N:9]([CH:12]=[CH:11][N:10]=3)[C:4]=2[CH:3]=1, predict the reactants needed to synthesize it. The reactants are: [Cl:1][C:2]1[CH:33]=[N:32][C:5]2=[N:6][C:7]([N:19]3[CH2:22][CH:21]([N:23](C)[C:24](=O)OC(C)(C)C)[CH2:20]3)=[C:8]([NH:10][CH2:11][CH:12](OCC)OCC)[N:9]=[C:4]2[CH:3]=1.CC1C=CC(S(O)(=O)=O)=CC=1.O.C([O-])(O)=O.[Na+]. (4) The reactants are: [CH:1]([C:3]1[CH:4]=[C:5]2[C:9](=[CH:10][CH:11]=1)[NH:8][C:7]([C:12]([NH2:14])=[O:13])=[C:6]2[S:15][C:16]1[CH:21]=[CH:20][CH:19]=[CH:18][CH:17]=1)=O.[F:22][C:23]([F:32])([F:31])[C:24]1[CH:25]=[C:26]([CH:28]=[CH:29][CH:30]=1)[NH2:27]. Given the product [C:16]1([S:15][C:6]2[C:5]3[C:9](=[CH:10][CH:11]=[C:3]([CH2:1][NH:27][C:26]4[CH:28]=[CH:29][CH:30]=[C:24]([C:23]([F:22])([F:31])[F:32])[CH:25]=4)[CH:4]=3)[NH:8][C:7]=2[C:12]([NH2:14])=[O:13])[CH:21]=[CH:20][CH:19]=[CH:18][CH:17]=1, predict the reactants needed to synthesize it. (5) The reactants are: [Si]([O:8][CH2:9][CH:10]([C:20]1[CH:25]=[CH:24][N:23]=[C:22]([NH2:26])[N:21]=1)[O:11][C:12]1[CH:17]=[CH:16][C:15]([F:18])=[CH:14][C:13]=1[Cl:19])(C(C)(C)C)(C)C.[F-].C([N+](CCCC)(CCCC)CCCC)CCC. Given the product [NH2:26][C:22]1[N:21]=[C:20]([CH:10]([O:11][C:12]2[CH:17]=[CH:16][C:15]([F:18])=[CH:14][C:13]=2[Cl:19])[CH2:9][OH:8])[CH:25]=[CH:24][N:23]=1, predict the reactants needed to synthesize it. (6) Given the product [N:1]12[CH2:8][CH2:7][CH:4]([CH2:5][CH2:6]1)[CH:3]([O:9][C:10]1[CH:11]=[C:12]([CH:16]=[CH:17][CH:18]=1)[C:13]([Cl:22])=[O:14])[CH2:2]2, predict the reactants needed to synthesize it. The reactants are: [N:1]12[CH2:8][CH2:7][CH:4]([CH2:5][CH2:6]1)[CH:3]([O:9][C:10]1[CH:11]=[C:12]([CH:16]=[CH:17][CH:18]=1)[C:13](O)=[O:14])[CH2:2]2.C(Cl)(=O)C([Cl:22])=O.